Dataset: NCI-60 drug combinations with 297,098 pairs across 59 cell lines. Task: Regression. Given two drug SMILES strings and cell line genomic features, predict the synergy score measuring deviation from expected non-interaction effect. (1) Drug 2: CN(CC1=CN=C2C(=N1)C(=NC(=N2)N)N)C3=CC=C(C=C3)C(=O)NC(CCC(=O)O)C(=O)O. Synergy scores: CSS=63.1, Synergy_ZIP=0.927, Synergy_Bliss=-2.67, Synergy_Loewe=-3.34, Synergy_HSA=-3.10. Cell line: OVCAR-8. Drug 1: C#CCC(CC1=CN=C2C(=N1)C(=NC(=N2)N)N)C3=CC=C(C=C3)C(=O)NC(CCC(=O)O)C(=O)O. (2) Drug 1: CC=C1C(=O)NC(C(=O)OC2CC(=O)NC(C(=O)NC(CSSCCC=C2)C(=O)N1)C(C)C)C(C)C. Drug 2: C(CC(=O)O)C(=O)CN.Cl. Cell line: UO-31. Synergy scores: CSS=3.32, Synergy_ZIP=-1.85, Synergy_Bliss=-0.137, Synergy_Loewe=-1.31, Synergy_HSA=-0.106.